From a dataset of Reaction yield outcomes from USPTO patents with 853,638 reactions. Predict the reaction yield, written as a fraction of the theoretical maximum amount of product (1.0 means a 100% yield; for example, 0.34 means a 34% yield). (1) The reactants are S(O[CH:12]([C:14]1([C:20]([O:22][CH2:23][CH3:24])=[O:21])[CH2:19][O:18][CH2:17][O:16][CH2:15]1)[CH3:13])(C1C=CC(C)=CC=1)(=O)=O.C1CCN2C(=NCCC2)CC1. The product is [CH2:23]([O:22][C:20]([C:14]1([CH:12]=[CH2:13])[CH2:19][O:18][CH2:17][O:16][CH2:15]1)=[O:21])[CH3:24]. The catalyst is CCOCC. The yield is 0.330. (2) The reactants are [OH-].[Na+].C[O:4][C:5](=[O:15])[C:6]1[CH:11]=[CH:10][CH:9]=[C:8]([CH2:12][O:13][CH3:14])[CH:7]=1. The catalyst is CO.O1CCCC1. The product is [CH3:14][O:13][CH2:12][C:8]1[CH:7]=[C:6]([CH:11]=[CH:10][CH:9]=1)[C:5]([OH:15])=[O:4]. The yield is 0.980.